This data is from Forward reaction prediction with 1.9M reactions from USPTO patents (1976-2016). The task is: Predict the product of the given reaction. (1) Given the reactants [O-2:1].[Mg+2:2].[O-2].[Ca+2].[C:5](=[O:7])=[O:6], predict the reaction product. The product is: [C:5](=[O:1])([OH:7])[O-:6].[Mg+2:2].[C:5](=[O:1])([OH:7])[O-:6]. (2) The product is: [CH3:29][O:28][C:25]1[CH:26]=[CH:27][C:22]([C@H:20]2[CH2:21][C@@H:19]2[CH2:18][O:17][C:11]2[C:10]([C:7]3[CH:8]=[CH:9][C:4]([C:3]4[N:30]=[CH:32][O:1][N:2]=4)=[CH:5][CH:6]=3)=[CH:15][N:14]=[C:13]([CH3:16])[N:12]=2)=[N:23][CH:24]=1. Given the reactants [OH:1][N:2]=[C:3]([NH2:30])[C:4]1[CH:9]=[CH:8][C:7]([C:10]2[C:11]([O:17][CH2:18][C@H:19]3[CH2:21][C@@H:20]3[C:22]3[CH:27]=[CH:26][C:25]([O:28][CH3:29])=[CH:24][N:23]=3)=[N:12][C:13]([CH3:16])=[N:14][CH:15]=2)=[CH:6][CH:5]=1.O.[C:32]1(C)C=CC(S(O)(=O)=O)=CC=1, predict the reaction product. (3) Given the reactants [F:1][C:2]1[CH:7]=[CH:6][CH:5]=[CH:4][C:3]=1[N:8]1[C:16]2[C:11](=[C:12]([N:17]3[CH2:24][C@@H:23]4[C@@H:19]([CH2:20][NH:21][CH2:22]4)[C:18]3=[O:25])[CH:13]=[CH:14][CH:15]=2)[CH:10]=[N:9]1.[OH:26][C@H:27]([CH3:32])[CH2:28][C:29](O)=[O:30].C(N(CC)CC)C.C(P1(=O)OP(=O)(CCC)OP(=O)(CCC)O1)CC, predict the reaction product. The product is: [F:1][C:2]1[CH:7]=[CH:6][CH:5]=[CH:4][C:3]=1[N:8]1[C:16]2[C:11](=[C:12]([N:17]3[CH2:24][C@@H:23]4[C@@H:19]([CH2:20][N:21]([C:29](=[O:30])[CH2:28][C@H:27]([OH:26])[CH3:32])[CH2:22]4)[C:18]3=[O:25])[CH:13]=[CH:14][CH:15]=2)[CH:10]=[N:9]1. (4) Given the reactants [C:1]1([CH3:7])[CH:6]=[CH:5][CH:4]=[CH:3][CH:2]=1.C(=O)([O-])[O-].[Na+].[Na+].C1(B(O)O)C=CC=CC=1.ClC1[CH:29]=[CH:28][C:27]([N+:30]([O-:32])=[O:31])=[CH:26][N:25]=1, predict the reaction product. The product is: [N+:30]([C:27]1[CH:28]=[CH:29][C:7]([C:1]2[CH:6]=[CH:5][CH:4]=[CH:3][CH:2]=2)=[N:25][CH:26]=1)([O-:32])=[O:31]. (5) Given the reactants O[CH2:2][C:3]1[CH:4]=[C:5]2[C:28](=[CH:29][CH:30]=1)[C:8]1[N:9](COCC[Si](C)(C)C)[N:10]=[C:11]([C:12]3[CH:13]=[CH:14][C:15]([C:18]#[N:19])=[N:16][CH:17]=3)[C:7]=1[CH2:6]2.N(C(OC(C)(C)C)=O)=NC(OC(C)(C)C)=O.C1C=CC(P(C2C=CC=CC=2)C2C=CC=CC=2)=CC=1.[OH:66][C:67]1[CH:68]=[N:69][CH:70]=[CH:71][CH:72]=1, predict the reaction product. The product is: [N:69]1[CH:70]=[CH:71][CH:72]=[C:67]([O:66][CH2:2][C:3]2[CH:4]=[C:5]3[C:28](=[CH:29][CH:30]=2)[C:8]2[NH:9][N:10]=[C:11]([C:12]4[CH:13]=[CH:14][C:15]([C:18]#[N:19])=[N:16][CH:17]=4)[C:7]=2[CH2:6]3)[CH:68]=1. (6) Given the reactants [CH2:1]([O:8][C@@H:9]1[C@@H:14]([O:15][CH2:16][C:17]2[CH:22]=[CH:21][CH:20]=[CH:19][CH:18]=2)[C@H:13]([CH3:23])[O:12][C@@H:11]([O:24][C@@H:25]2[C@H:34]([O:35][CH2:36][C:37]3[CH:42]=[CH:41][CH:40]=[CH:39][CH:38]=3)[C@@H:33]([O:43][CH2:44][C:45]3[CH:50]=[CH:49][CH:48]=[CH:47][CH:46]=3)[C@H:32]([CH3:51])[O:31][C@H:26]2[O:27][CH2:28][CH:29]=[CH2:30])[C@@H:10]1[OH:52])[C:2]1[CH:7]=[CH:6][CH:5]=[CH:4][CH:3]=1.[Cl:53][CH2:54][C:55](O[C:55](=[O:56])[CH2:54][Cl:53])=[O:56].CO, predict the reaction product. The product is: [CH2:1]([O:8][C@@H:9]1[C@@H:14]([O:15][CH2:16][C:17]2[CH:18]=[CH:19][CH:20]=[CH:21][CH:22]=2)[C@H:13]([CH3:23])[O:12][C@@H:11]([O:24][C@@H:25]2[C@H:34]([O:35][CH2:36][C:37]3[CH:38]=[CH:39][CH:40]=[CH:41][CH:42]=3)[C@@H:33]([O:43][CH2:44][C:45]3[CH:46]=[CH:47][CH:48]=[CH:49][CH:50]=3)[C@H:32]([CH3:51])[O:31][C@H:26]2[O:27][CH2:28][CH:29]=[CH2:30])[C@@H:10]1[O:52][C:55](=[O:56])[CH2:54][Cl:53])[C:2]1[CH:3]=[CH:4][CH:5]=[CH:6][CH:7]=1.